Dataset: Reaction yield outcomes from USPTO patents with 853,638 reactions. Task: Predict the reaction yield, written as a fraction of the theoretical maximum amount of product (1.0 means a 100% yield; for example, 0.34 means a 34% yield). The reactants are C(O)(C(F)(F)F)=O.[CH2:8]([O:15][NH:16][C@H:17]1[CH2:22][N:21](C(OC(C)(C)C)=O)[C@H:20]([C:30]([O:32][CH2:33][CH3:34])=[O:31])[CH2:19][CH2:18]1)[C:9]1[CH:14]=[CH:13][CH:12]=[CH:11][CH:10]=1. The catalyst is C(Cl)Cl. The product is [CH2:8]([O:15][NH:16][C@H:17]1[CH2:22][NH:21][C@H:20]([C:30]([O:32][CH2:33][CH3:34])=[O:31])[CH2:19][CH2:18]1)[C:9]1[CH:10]=[CH:11][CH:12]=[CH:13][CH:14]=1. The yield is 0.950.